From a dataset of Full USPTO retrosynthesis dataset with 1.9M reactions from patents (1976-2016). Predict the reactants needed to synthesize the given product. (1) Given the product [F:32][CH:2]([F:1])[C:3]1[N:7]([C:8]2[N:13]=[C:12]([N:14]3[CH2:15][CH2:16][O:17][CH2:18][CH2:19]3)[N:11]=[C:10]([NH:20][C@H:21]3[CH2:22][CH2:23][C@H:24]([NH:27][C:33](=[O:36])[CH2:34][CH3:35])[CH2:25][CH2:26]3)[N:9]=2)[C:6]2[CH:28]=[CH:29][CH:30]=[CH:31][C:5]=2[N:4]=1, predict the reactants needed to synthesize it. The reactants are: [F:1][CH:2]([F:32])[C:3]1[N:7]([C:8]2[N:13]=[C:12]([N:14]3[CH2:19][CH2:18][O:17][CH2:16][CH2:15]3)[N:11]=[C:10]([NH:20][C@H:21]3[CH2:26][CH2:25][C@H:24]([NH2:27])[CH2:23][CH2:22]3)[N:9]=2)[C:6]2[CH:28]=[CH:29][CH:30]=[CH:31][C:5]=2[N:4]=1.[C:33](O)(=[O:36])[CH2:34][CH3:35].ON1C2C=CC=CC=2N=N1.N=C=N.C(=O)C1C=CC=CC=1.C(=O)([O-])[O-]. (2) Given the product [O:11]1[CH2:12][CH2:13][NH:8][C:9]2[N:17]=[C:16]([CH2:18][CH2:19][O:20][C:21]3[CH:40]=[CH:39][C:24]([CH2:25][C@@H:26]([C:35]([O:37][CH3:38])=[O:36])[NH2:27])=[CH:23][CH:22]=3)[CH:15]=[CH:14][C:10]1=2, predict the reactants needed to synthesize it. The reactants are: C(OC([N:8]1[CH2:13][CH2:12][O:11][C:10]2[CH:14]=[CH:15][C:16]([CH2:18][CH2:19][O:20][C:21]3[CH:40]=[CH:39][C:24]([CH2:25][C@@H:26]([C:35]([O:37][CH3:38])=[O:36])[NH:27]C(OC(C)(C)C)=O)=[CH:23][CH:22]=3)=[N:17][C:9]1=2)=O)(C)(C)C. (3) Given the product [Br:1][C:2]1[CH:3]=[C:4]([CH:11]([OH:12])[CH3:13])[C:5]2[O:9][CH:8]=[CH:7][C:6]=2[CH:10]=1, predict the reactants needed to synthesize it. The reactants are: [Br:1][C:2]1[CH:3]=[C:4]([CH:11]=[O:12])[C:5]2[O:9][CH:8]=[CH:7][C:6]=2[CH:10]=1.[CH3:13][Mg]Br.[NH4+].[Cl-].CCOC(C)=O. (4) The reactants are: [N:1]([CH2:4][C@@:5]1([CH3:15])[O:9][B:8]([OH:10])[C:7]2[CH:11]=[CH:12][CH:13]=[CH:14][C:6]1=2)=[N+]=[N-].C1(P(C2C=CC=CC=2)C2C=CC=CC=2)C=CC=CC=1.[ClH:35]. Given the product [ClH:35].[NH2:1][CH2:4][C@@:5]1([CH3:15])[O:9][B:8]([OH:10])[C:7]2[CH:11]=[CH:12][CH:13]=[CH:14][C:6]1=2, predict the reactants needed to synthesize it.